Predict the product of the given reaction. From a dataset of Forward reaction prediction with 1.9M reactions from USPTO patents (1976-2016). (1) Given the reactants [CH3:1][C:2]1[C:6]([CH3:7])=[C:5]([NH:8][C:9](=[O:16])OCC(Cl)(Cl)Cl)[O:4][N:3]=1.[F:17][C:18]1[CH:19]=[C:20]([C:24]2[N:25]=[C:26](N3CCCCC3)[S:27][CH:28]=2)[CH:21]=[CH:22][CH:23]=1.C([N:38]([CH:41]([CH3:43])C)[CH2:39][CH3:40])(C)C.O.[CH3:45]S(C)=O, predict the reaction product. The product is: [CH3:1][C:2]1[C:6]([CH3:7])=[C:5]([NH:8][C:9]([N:38]2[CH2:39][CH2:40][CH:45]([C:26]3[S:27][CH:28]=[C:24]([C:20]4[CH:21]=[CH:22][CH:23]=[C:18]([F:17])[CH:19]=4)[N:25]=3)[CH2:43][CH2:41]2)=[O:16])[O:4][N:3]=1. (2) Given the reactants [C:1]([OH:8])(=[O:7])[CH2:2][CH2:3][C:4]([CH3:6])=[O:5].C(=O)([O-])[O-].[Cu+2:13].C(=O)=O, predict the reaction product. The product is: [C:1]([O-:8])(=[O:7])[CH2:2][CH2:3][C:4]([CH3:6])=[O:5].[Cu+2:13].[C:1]([O-:8])(=[O:7])[CH2:2][CH2:3][C:4]([CH3:6])=[O:5]. (3) Given the reactants [CH3:1][O:2][C:3]1[CH:8]=[CH:7][C:6]([NH:9][C:10]2[C:19]3[C:14](=[CH:15][CH:16]=[C:17]([C:20](=[O:23])[NH:21][CH3:22])[CH:18]=3)[N:13]=[CH:12][C:11]=2[C:24]([OH:26])=[O:25])=[CH:5][CH:4]=1.C(N(CC)C(C)C)(C)C.Cl.Cl[CH2:38][CH2:39][N:40]1[CH2:45][CH2:44][O:43][CH2:42][CH2:41]1, predict the reaction product. The product is: [O:43]1[CH2:44][CH2:45][N:40]([CH2:39][CH2:38][O:25][C:24]([C:11]2[CH:12]=[N:13][C:14]3[C:19]([C:10]=2[NH:9][C:6]2[CH:7]=[CH:8][C:3]([O:2][CH3:1])=[CH:4][CH:5]=2)=[CH:18][C:17]([C:20](=[O:23])[NH:21][CH3:22])=[CH:16][CH:15]=3)=[O:26])[CH2:41][CH2:42]1. (4) Given the reactants [Br:1]Br.[F:3][C:4]1[CH:9]=[CH:8][C:7]([CH:10]2[C:23]3[CH:22]=[CH:21][C:20]4[C:15](=[N:16][CH:17]=[CH:18][CH:19]=4)[C:14]=3[NH:13][S:12](=[O:25])(=[O:24])[N:11]2[CH3:26])=[CH:6][CH:5]=1, predict the reaction product. The product is: [Br:1][C:21]1[C:20]2[C:15]([C:14]3[NH:13][S:12](=[O:25])(=[O:24])[N:11]([CH3:26])[CH:10]([C:7]4[CH:8]=[CH:9][C:4]([F:3])=[CH:5][CH:6]=4)[C:23]=3[CH:22]=1)=[N:16][CH:17]=[CH:18][CH:19]=2. (5) Given the reactants C([N:3]([CH2:6]C)CC)C.[N-]=[N+]=[N-].P([O-])(OC1C=CC=CC=1)(OC1C=CC=CC=1)=[O:12].[C:28]([OH:32])([CH3:31])([CH3:30])[CH3:29].[Br:33][C:34]1[N:45]=[C:37]2[CH:38]=[C:39](C([O-])=O)[CH:40]=[CH:41][N:36]2[N:35]=1, predict the reaction product. The product is: [Br:33][C:34]1[N:45]=[C:37]2[CH:38]=[C:39]([NH:3][C:6](=[O:12])[O:32][C:28]([CH3:31])([CH3:30])[CH3:29])[CH:40]=[CH:41][N:36]2[N:35]=1. (6) Given the reactants [Br:1][C:2]1[CH:7]=[C:6]([C:8]#[CH:9])[CH:5]=[CH:4][C:3]=1[F:10].[F:11][C:12]1[CH:13]=[CH:14][C:15](I)=[C:16]([CH:21]=1)[C:17]([O:19][CH3:20])=[O:18].C(N(CC)CC)C, predict the reaction product. The product is: [Br:1][C:2]1[CH:7]=[C:6]([C:8]#[C:9][C:15]2[CH:14]=[CH:13][C:12]([F:11])=[CH:21][C:16]=2[C:17]([O:19][CH3:20])=[O:18])[CH:5]=[CH:4][C:3]=1[F:10]. (7) Given the reactants [O:1]1[CH:6]=[CH:5][CH2:4][CH2:3][CH2:2]1.C([N:14]1[C:18]2[N:19]=[C:20]([C:26]3[CH:31]=[CH:30][C:29]([F:32])=[C:28]([C:33]([O:35][CH3:36])=[O:34])[CH:27]=3)[CH:21]=[C:22]([C:23]([OH:25])=[O:24])[C:17]=2[C:16]([I:37])=[N:15]1)C1C=CC=CC=1.OS([O-])(=O)=O.[K+].C(N(CC)CC)C, predict the reaction product. The product is: [F:32][C:29]1[CH:30]=[CH:31][C:26]([C:20]2[CH:21]=[C:22]([C:23]([OH:25])=[O:24])[C:17]3[C:16]([I:37])=[N:15][N:14]([CH:6]4[CH2:5][CH2:4][CH2:3][CH2:2][O:1]4)[C:18]=3[N:19]=2)=[CH:27][C:28]=1[C:33]([O:35][CH3:36])=[O:34]. (8) Given the reactants [C:1]([C@H:3]1[CH2:8][CH2:7][C@H:6]([C:9]([OH:11])=O)[CH2:5][CH2:4]1)#[N:2].S(Cl)([Cl:14])=O, predict the reaction product. The product is: [C:1]([C@H:3]1[CH2:8][CH2:7][C@H:6]([C:9]([Cl:14])=[O:11])[CH2:5][CH2:4]1)#[N:2]. (9) Given the reactants [NH2:1][C:2]1[CH:7]=[CH:6][C:5]([N:8]2[C:14](=[O:15])[CH2:13][C:12](=[O:16])[NH:11][C:10]3[C:17]4[C:22]([CH:23]=[CH:24][C:9]2=3)=[CH:21][CH:20]=[CH:19][CH:18]=4)=[CH:4][CH:3]=1.[CH:25]([C:27]1[C:28]([C:33](Cl)=[O:34])=[N:29][CH:30]=[CH:31][CH:32]=1)=[CH2:26].NC1C=CC(N2C(=O)CC(=O)NC3C(CC)=CC=CC2=3)=CC=1, predict the reaction product. The product is: [CH:25]([C:27]1[C:28]([C:33]([NH:1][C:2]2[CH:7]=[CH:6][C:5]([N:8]3[C:14](=[O:15])[CH2:13][C:12](=[O:16])[NH:11][C:10]4[C:17]5[C:22]([CH:23]=[CH:24][C:9]3=4)=[CH:21][CH:20]=[CH:19][CH:18]=5)=[CH:4][CH:3]=2)=[O:34])=[N:29][CH:30]=[CH:31][CH:32]=1)=[CH2:26].